Dataset: Reaction yield outcomes from USPTO patents with 853,638 reactions. Task: Predict the reaction yield, written as a fraction of the theoretical maximum amount of product (1.0 means a 100% yield; for example, 0.34 means a 34% yield). (1) The reactants are [CH3:1][O:2][CH2:3][C@H:4]([N:9]1C(=O)C2C(=CC=CC=2)C1=O)[CH2:5][CH:6]([CH3:8])[CH3:7].O.NN.Cl. The yield is 0.770. The product is [CH3:1][O:2][CH2:3][C@H:4]([NH2:9])[CH2:5][CH:6]([CH3:8])[CH3:7]. The catalyst is CO. (2) The reactants are C(O[N:6]([CH2:10][CH2:11][NH:12][C:13]([NH:15][C:16]1[CH:21]=[CH:20][C:19]([CH3:22])=[C:18]([CH:23]2[CH2:28][CH2:27][N:26]([CH2:29][C:30]3[CH:35]=[CH:34][C:33]([O:36][C:37]4[CH:42]=[C:41]([F:43])[C:40]([F:44])=[CH:39][C:38]=4[F:45])=[CH:32][CH:31]=3)[CH2:25][CH2:24]2)[CH:17]=1)=[O:14])[C:7](C)=O)(C)(C)C.FC(F)(F)C(O)=O.[ClH:53]. The catalyst is C(Cl)Cl.CO. The product is [ClH:53].[ClH:53].[CH3:7][NH:6][CH2:10][CH2:11][NH:12][C:13]([NH:15][C:16]1[CH:21]=[CH:20][C:19]([CH3:22])=[C:18]([CH:23]2[CH2:24][CH2:25][N:26]([CH2:29][C:30]3[CH:35]=[CH:34][C:33]([O:36][C:37]4[CH:42]=[C:41]([F:43])[C:40]([F:44])=[CH:39][C:38]=4[F:45])=[CH:32][CH:31]=3)[CH2:27][CH2:28]2)[CH:17]=1)=[O:14]. The yield is 0.870. (3) The reactants are [OH:1][C:2]1[CH:7]=[C:6]([CH3:8])[C:5]([C:9]2[CH:14]=[CH:13][CH:12]=[C:11]([CH:15]=[O:16])[CH:10]=2)=[C:4]([CH3:17])[CH:3]=1.CO.[BH4-].[Na+]. The catalyst is O1CCCC1. The product is [OH:16][CH2:15][C:11]1[CH:10]=[C:9]([C:5]2[C:4]([CH3:17])=[CH:3][C:2]([OH:1])=[CH:7][C:6]=2[CH3:8])[CH:14]=[CH:13][CH:12]=1. The yield is 0.930.